From a dataset of Forward reaction prediction with 1.9M reactions from USPTO patents (1976-2016). Predict the product of the given reaction. Given the reactants [Br:1][C:2]1[CH:27]=[CH:26][C:5]2[N:6]=[C:7]([NH:9][C:10]3[CH:15]=[C:14]([CH2:16][OH:17])[N:13]=[C:12]([NH:18][C@H:19]4[CH2:24][CH2:23][C@H:22]([OH:25])[CH2:21][CH2:20]4)[N:11]=3)[S:8][C:4]=2[CH:3]=1.C(N(C(C)C)C(C)C)C.[CH3:37][S:38](Cl)(=[O:40])=[O:39].C(=O)(O)[O-].[Na+], predict the reaction product. The product is: [CH3:37][S:38]([O:17][CH2:16][C:14]1[CH:15]=[C:10]([NH:9][C:7]2[S:8][C:4]3[CH:3]=[C:2]([Br:1])[CH:27]=[CH:26][C:5]=3[N:6]=2)[N:11]=[C:12]([NH:18][C@H:19]2[CH2:20][CH2:21][C@H:22]([OH:25])[CH2:23][CH2:24]2)[N:13]=1)(=[O:40])=[O:39].